This data is from Forward reaction prediction with 1.9M reactions from USPTO patents (1976-2016). The task is: Predict the product of the given reaction. (1) Given the reactants Cl[C:2]1[NH:3][C:4]2[CH:10]=[CH:9][CH:8]=[CH:7][C:5]=2[N:6]=1.[F:11][C:12]1[C:18]([F:19])=[C:17]([F:20])[CH:16]=[CH:15][C:13]=1[NH2:14], predict the reaction product. The product is: [N:6]1[C:5]2[CH:7]=[CH:8][CH:9]=[CH:10][C:4]=2[NH:3][C:2]=1[NH:14][C:13]1[CH:15]=[CH:16][C:17]([F:20])=[C:18]([F:19])[C:12]=1[F:11]. (2) Given the reactants [N:1]1[CH:6]=[CH:5][CH:4]=[C:3]([C:7]#[C:8][C:9]2[CH:14]=[CH:13][C:12]([N:15]3[C:19]4=[N:20][CH:21]=[CH:22][CH:23]=[C:18]4[CH:17]=[CH:16]3)=[CH:11][CH:10]=2)[CH:2]=1.[N:24]([Si](C)(C)C)=[N+:25]=[N-:26], predict the reaction product. The product is: [N:1]1[CH:6]=[CH:5][CH:4]=[C:3]([C:7]2[C:8]([C:9]3[CH:14]=[CH:13][C:12]([N:15]4[C:19]5=[N:20][CH:21]=[CH:22][CH:23]=[C:18]5[CH:17]=[CH:16]4)=[CH:11][CH:10]=3)=[N:24][NH:25][N:26]=2)[CH:2]=1. (3) Given the reactants [C:1]([C:5]1[N:10]=[CH:9][N:8]=[C:7]([NH:11][C:12](=[O:21])[N:13]([CH2:15][CH:16](OC)[O:17]C)[CH3:14])[CH:6]=1)([CH3:4])([CH3:3])[CH3:2].O, predict the reaction product. The product is: [C:1]([C:5]1[N:10]=[CH:9][N:8]=[C:7]([N:11]2[CH:16]([OH:17])[CH2:15][N:13]([CH3:14])[C:12]2=[O:21])[CH:6]=1)([CH3:4])([CH3:3])[CH3:2]. (4) Given the reactants Cl[C:2]1[C:7]([O:8][CH2:9][CH:10]2[O:15][C:14]3[CH:16]=[CH:17][CH:18]=[CH:19][C:13]=3[O:12][CH2:11]2)=[N:6][CH:5]=[CH:4][N:3]=1.[CH3:20][CH:21]1[CH2:26][NH:25][CH2:24][CH2:23][NH:22]1, predict the reaction product. The product is: [CH3:20][CH:21]1[NH:22][CH2:23][CH2:24][N:25]([C:2]2[C:7]([O:8][CH2:9][CH:10]3[O:15][C:14]4[CH:16]=[CH:17][CH:18]=[CH:19][C:13]=4[O:12][CH2:11]3)=[N:6][CH:5]=[CH:4][N:3]=2)[CH2:26]1. (5) Given the reactants [CH3:1][O:2][C:3]1[CH:30]=[CH:29][C:6]([CH2:7][N:8]2[CH2:12][CH:11]([CH:13]([S:15]([C:18]3[CH:23]=[CH:22][CH:21]=[C:20]([C:24]([F:27])([F:26])[F:25])[CH:19]=3)(=[O:17])=[O:16])[CH3:14])[CH2:10][C:9]2=[O:28])=[CH:5][CH:4]=1.[CH3:31]C(C)([O-])C.[K+].IC, predict the reaction product. The product is: [CH3:1][O:2][C:3]1[CH:4]=[CH:5][C:6]([CH2:7][N:8]2[CH2:12][CH:11]([C:13]([CH3:31])([S:15]([C:18]3[CH:23]=[CH:22][CH:21]=[C:20]([C:24]([F:26])([F:27])[F:25])[CH:19]=3)(=[O:16])=[O:17])[CH3:14])[CH2:10][C:9]2=[O:28])=[CH:29][CH:30]=1. (6) Given the reactants [CH:1]([NH:4][C:5]([NH:7][C@H:8]([C:13]1[CH:18]=[CH:17][CH:16]=[CH:15][CH:14]=1)[CH2:9][C:10](O)=[O:11])=[O:6])([CH3:3])[CH3:2].S(Cl)(Cl)=O, predict the reaction product. The product is: [CH:1]([N:4]1[C:10](=[O:11])[CH2:9][C@@H:8]([C:13]2[CH:18]=[CH:17][CH:16]=[CH:15][CH:14]=2)[NH:7][C:5]1=[O:6])([CH3:3])[CH3:2]. (7) Given the reactants [NH2:1][CH2:2][CH2:3][N:4]([CH3:12])[C:5](=[O:11])[O:6][C:7]([CH3:10])([CH3:9])[CH3:8].Cl[C:14]1[N:19]=[C:18]([S:20][C:21]2[CH:26]=[CH:25][C:24]([NH2:27])=[CH:23][CH:22]=2)[CH:17]=[CH:16][N:15]=1, predict the reaction product. The product is: [NH2:27][C:24]1[CH:23]=[CH:22][C:21]([S:20][C:18]2[CH:17]=[CH:16][N:15]=[C:14]([NH:1][CH2:2][CH2:3][N:4]([CH3:12])[C:5](=[O:11])[O:6][C:7]([CH3:8])([CH3:9])[CH3:10])[N:19]=2)=[CH:26][CH:25]=1. (8) The product is: [CH3:25][O:24][C:21]1[CH:22]=[CH:23][C:18]([CH2:17][N:11]([C:12]2[S:13][CH:14]=[CH:15][N:16]=2)[S:8]([C:5]2[CH:6]=[CH:7][C:2]3[NH:1][CH:28]([CH3:29])[CH2:27][O:26][C:3]=3[CH:4]=2)(=[O:10])=[O:9])=[CH:19][CH:20]=1. Given the reactants [NH2:1][C:2]1[CH:7]=[CH:6][C:5]([S:8]([N:11]([CH2:17][C:18]2[CH:23]=[CH:22][C:21]([O:24][CH3:25])=[CH:20][CH:19]=2)[C:12]2[S:13][CH:14]=[CH:15][N:16]=2)(=[O:10])=[O:9])=[CH:4][C:3]=1[O:26][CH2:27][C:28](=O)[CH3:29].C(C1C=C(C(F)(F)F)C=CC=1N1C[C@@H](C)OC2C=C(S(NC3SC=CN=3)(=O)=O)C=CC1=2)#N, predict the reaction product. (9) Given the reactants N#N.[C:3]1([P:9]([C:16]2[CH:21]=[CH:20][CH:19]=[CH:18][CH:17]=2)[C:10]2[CH:15]=[CH:14][CH:13]=[CH:12][CH:11]=2)[CH:8]=[CH:7][CH:6]=[CH:5][CH:4]=1.[N-:22]([S:30]([C:33]([F:36])([F:35])[F:34])(=[O:32])=[O:31])[S:23]([C:26]([F:29])([F:28])[F:27])(=[O:25])=[O:24].C(=O)(OCC)O[CH2:39][CH3:40], predict the reaction product. The product is: [F:36][C:33]([F:34])([F:35])[S:30]([N-:22][S:23]([C:26]([F:27])([F:28])[F:29])(=[O:24])=[O:25])(=[O:31])=[O:32].[CH2:39]([P+:9]([C:3]1[CH:4]=[CH:5][CH:6]=[CH:7][CH:8]=1)([C:10]1[CH:15]=[CH:14][CH:13]=[CH:12][CH:11]=1)[C:16]1[CH:17]=[CH:18][CH:19]=[CH:20][CH:21]=1)[CH3:40]. (10) Given the reactants [N+:1]([C:4]1[CH:8]=[CH:7][NH:6][N:5]=1)([O-:3])=[O:2].[CH:9]1([CH2:12]O)[CH2:11][CH2:10]1.C1(P(C2C=CC=CC=2)C2C=CC=CC=2)C=CC=CC=1.N(C(OC(C)C)=O)=NC(OC(C)C)=O, predict the reaction product. The product is: [CH:9]1([CH2:12][N:6]2[CH:7]=[CH:8][C:4]([N+:1]([O-:3])=[O:2])=[N:5]2)[CH2:11][CH2:10]1.